From a dataset of Full USPTO retrosynthesis dataset with 1.9M reactions from patents (1976-2016). Predict the reactants needed to synthesize the given product. (1) Given the product [CH2:22]([S:29]([NH:32][C:33]([CH:35]1[CH2:36][N:37]([C:2]2[C:12]([C:13]#[N:14])=[CH:11][C:5]([C:6]([O:8][CH2:9][CH3:10])=[O:7])=[C:4]([C:15]([F:21])([F:20])[C:16]([F:19])([F:18])[F:17])[N:3]=2)[CH2:38]1)=[O:34])(=[O:30])=[O:31])[C:23]1[CH:24]=[CH:25][CH:26]=[CH:27][CH:28]=1, predict the reactants needed to synthesize it. The reactants are: Cl[C:2]1[C:12]([C:13]#[N:14])=[CH:11][C:5]([C:6]([O:8][CH2:9][CH3:10])=[O:7])=[C:4]([C:15]([F:21])([F:20])[C:16]([F:19])([F:18])[F:17])[N:3]=1.[CH2:22]([S:29]([NH:32][C:33]([CH:35]1[CH2:38][NH:37][CH2:36]1)=[O:34])(=[O:31])=[O:30])[C:23]1[CH:28]=[CH:27][CH:26]=[CH:25][CH:24]=1. (2) Given the product [I:7][C:8]1[CH:13]=[CH:12][C:11]([S:14]([NH:1][C:2]2[S:3][CH:4]=[CH:5][N:6]=2)(=[O:16])=[O:15])=[CH:10][CH:9]=1, predict the reactants needed to synthesize it. The reactants are: [NH2:1][C:2]1[S:3][CH:4]=[CH:5][N:6]=1.[I:7][C:8]1[CH:13]=[CH:12][C:11]([S:14](Cl)(=[O:16])=[O:15])=[CH:10][CH:9]=1.N1C=CC=CC=1.C(Cl)Cl. (3) Given the product [F:1][C:2]([C:5]1[CH:26]=[CH:25][C:8]([CH2:9][CH:10]([CH:16]([C:18]2[CH:19]=[CH:20][C:21]([F:24])=[CH:22][CH:23]=2)[OH:17])[C:11]([O:13][CH2:14][CH3:15])=[O:12])=[CH:7][CH:6]=1)([F:4])[CH3:3], predict the reactants needed to synthesize it. The reactants are: [F:1][C:2]([C:5]1[CH:26]=[CH:25][C:8]([CH2:9][CH:10]([C:16]([C:18]2[CH:23]=[CH:22][C:21]([F:24])=[CH:20][CH:19]=2)=[O:17])[C:11]([O:13][CH2:14][CH3:15])=[O:12])=[CH:7][CH:6]=1)([F:4])[CH3:3].Cl.